From a dataset of Full USPTO retrosynthesis dataset with 1.9M reactions from patents (1976-2016). Predict the reactants needed to synthesize the given product. (1) Given the product [C:1]([CH:9]([Br:15])[C:10]([O:12][CH2:13][CH3:14])=[O:11])(=[O:8])[C:2]1[CH:7]=[CH:6][CH:5]=[CH:4][CH:3]=1, predict the reactants needed to synthesize it. The reactants are: [C:1]([CH2:9][C:10]([O:12][CH2:13][CH3:14])=[O:11])(=[O:8])[C:2]1[CH:7]=[CH:6][CH:5]=[CH:4][CH:3]=1.[Br:15]N1C(=O)CCC1=O. (2) Given the product [Br:1][C:2]1[CH:7]=[CH:6][C:5]([C:8]2([C:11]([NH:22][S:19]([CH3:18])(=[O:21])=[O:20])=[O:13])[CH2:10][CH2:9]2)=[CH:4][CH:3]=1, predict the reactants needed to synthesize it. The reactants are: [Br:1][C:2]1[CH:7]=[CH:6][C:5]([C:8]2([C:11]([OH:13])=O)[CH2:10][CH2:9]2)=[CH:4][CH:3]=1.O=S(Cl)Cl.[CH3:18][S:19]([NH2:22])(=[O:21])=[O:20].[H-].[Na+]. (3) Given the product [F:1][C:2]1[C:7]([F:8])=[CH:6][C:5]2[NH:9][C:15]([C:14]3[CH:18]=[CH:19][CH:20]=[CH:21][C:13]=3[O:12][CH3:11])=[N:10][C:4]=2[CH:3]=1, predict the reactants needed to synthesize it. The reactants are: [F:1][C:2]1[CH:3]=[C:4]([NH2:10])[C:5]([NH2:9])=[CH:6][C:7]=1[F:8].[CH3:11][O:12][C:13]1[CH:21]=[CH:20][CH:19]=[CH:18][C:14]=1[C:15](O)=O. (4) Given the product [Cl:19][C:15]1[CH:16]=[CH:17][CH:18]=[C:13]([Cl:12])[C:14]=1[N:20]1[C:24]([CH2:25][O:8][C:6]2[N:7]=[C:2]([CH3:1])[C:3]([N+:9]([O-:11])=[O:10])=[CH:4][CH:5]=2)=[C:23]([CH:27]([CH3:29])[CH3:28])[N:22]=[N:21]1, predict the reactants needed to synthesize it. The reactants are: [CH3:1][C:2]1[N:7]=[C:6]([OH:8])[CH:5]=[CH:4][C:3]=1[N+:9]([O-:11])=[O:10].[Cl:12][C:13]1[CH:18]=[CH:17][CH:16]=[C:15]([Cl:19])[C:14]=1[N:20]1[C:24]([CH2:25]O)=[C:23]([CH:27]([CH3:29])[CH3:28])[N:22]=[N:21]1.C1(P(C2C=CC=CC=2)C2C=CC=CC=2)C=CC=CC=1.N(C(OC(C)C)=O)=NC(OC(C)C)=O. (5) Given the product [NH2:19][C:16]1[CH:17]=[CH:18][C:13]([N:4]2[N:3]=[C:2]([Br:1])[C:11]3[C:6](=[CH:7][CH:8]=[CH:9][CH:10]=3)[C:5]2=[O:12])=[CH:14][CH:15]=1, predict the reactants needed to synthesize it. The reactants are: [Br:1][C:2]1[C:11]2[C:6](=[CH:7][CH:8]=[CH:9][CH:10]=2)[C:5](=[O:12])[N:4]([C:13]2[CH:18]=[CH:17][C:16]([N+:19]([O-])=O)=[CH:15][CH:14]=2)[N:3]=1.